Task: Regression. Given two drug SMILES strings and cell line genomic features, predict the synergy score measuring deviation from expected non-interaction effect.. Dataset: NCI-60 drug combinations with 297,098 pairs across 59 cell lines Drug 1: CCC1=C2CN3C(=CC4=C(C3=O)COC(=O)C4(CC)O)C2=NC5=C1C=C(C=C5)O. Drug 2: C1=NNC2=C1C(=O)NC=N2. Cell line: HCT-15. Synergy scores: CSS=29.5, Synergy_ZIP=0.519, Synergy_Bliss=10.9, Synergy_Loewe=-15.0, Synergy_HSA=5.37.